Dataset: Full USPTO retrosynthesis dataset with 1.9M reactions from patents (1976-2016). Task: Predict the reactants needed to synthesize the given product. (1) Given the product [CH:1]1([N:7]2[CH2:12][CH2:11][N:10]([C:13](=[O:21])[C:14](=[N:28][C:27]3[CH:29]=[CH:30][CH:31]=[C:25]([CH:22]([CH3:24])[CH3:23])[CH:26]=3)[C:16]3[S:17][CH:18]=[CH:19][CH:20]=3)[CH2:9][CH2:8]2)[CH2:6][CH2:5][CH2:4][CH2:3][CH2:2]1, predict the reactants needed to synthesize it. The reactants are: [CH:1]1([N:7]2[CH2:12][CH2:11][N:10]([C:13](=[O:21])[C:14]([C:16]3[S:17][CH:18]=[CH:19][CH:20]=3)=O)[CH2:9][CH2:8]2)[CH2:6][CH2:5][CH2:4][CH2:3][CH2:2]1.[CH:22]([C:25]1[CH:26]=[C:27]([CH:29]=[CH:30][CH:31]=1)[NH2:28])([CH3:24])[CH3:23]. (2) Given the product [NH2:34][C:33]1[CH:35]=[CH:36][C:30]([CH2:29][NH:28][C:2]2[N:7]=[C:6]([O:8][CH2:9][C:10]([F:13])([F:12])[F:11])[N:5]=[C:4]([NH:14][C:15]3[CH:27]=[CH:26][C:18]([C:19]([O:21][C:22]([CH3:25])([CH3:24])[CH3:23])=[O:20])=[CH:17][CH:16]=3)[N:3]=2)=[CH:31][CH:32]=1, predict the reactants needed to synthesize it. The reactants are: Cl[C:2]1[N:7]=[C:6]([O:8][CH2:9][C:10]([F:13])([F:12])[F:11])[N:5]=[C:4]([NH:14][C:15]2[CH:27]=[CH:26][C:18]([C:19]([O:21][C:22]([CH3:25])([CH3:24])[CH3:23])=[O:20])=[CH:17][CH:16]=2)[N:3]=1.[NH2:28][CH2:29][C:30]1[CH:36]=[CH:35][C:33]([NH2:34])=[CH:32][CH:31]=1.CCN(C(C)C)C(C)C. (3) Given the product [N:25]1([C:2]2[N:7]=[C:6]([C:8]([N:10]3[CH2:14][CH2:13][C@@H:12]([C:15]4[CH:20]=[CH:19][CH:18]=[CH:17][C:16]=4[C:21]([F:24])([F:23])[F:22])[CH2:11]3)=[O:9])[CH:5]=[CH:4][CH:3]=2)[CH2:30][CH2:29][CH2:28][CH2:27][CH2:26]1, predict the reactants needed to synthesize it. The reactants are: Br[C:2]1[N:7]=[C:6]([C:8]([N:10]2[CH2:14][CH2:13][C@@H:12]([C:15]3[CH:20]=[CH:19][CH:18]=[CH:17][C:16]=3[C:21]([F:24])([F:23])[F:22])[CH2:11]2)=[O:9])[CH:5]=[CH:4][CH:3]=1.[NH:25]1[CH2:30][CH2:29][CH2:28][CH2:27][CH2:26]1.CC(C)([O-])C.[Na+].[Cl-].[NH4+]. (4) Given the product [CH3:13][O:12][C:4]1[C:5]2[N:9]=[N:8][N:7]([CH3:10])[C:6]=2[CH:11]=[C:2]([NH2:31])[CH:3]=1, predict the reactants needed to synthesize it. The reactants are: Br[C:2]1[CH:3]=[C:4]([O:12][CH3:13])[C:5]2[N:9]=[N:8][N:7]([CH3:10])[C:6]=2[CH:11]=1.C(P(C(C)(C)C)C1C=CC=CC=1C1C=CC=CC=1[N:31](C)C)(C)(C)C.C(Cl)(Cl)Cl.CC(C)([O-])C.[Na+].N.